The task is: Predict which catalyst facilitates the given reaction.. This data is from Catalyst prediction with 721,799 reactions and 888 catalyst types from USPTO. (1) Reactant: [Br:1][C:2]1[CH:3]=[C:4]([NH:8][C:9]2[CH:18]=[C:17]([O:19][CH3:20])[CH:16]=[CH:15][C:10]=2[C:11]([O:13]C)=[O:12])[CH:5]=[CH:6][CH:7]=1.[Li+].[OH-]. Product: [Br:1][C:2]1[CH:3]=[C:4]([NH:8][C:9]2[CH:18]=[C:17]([O:19][CH3:20])[CH:16]=[CH:15][C:10]=2[C:11]([OH:13])=[O:12])[CH:5]=[CH:6][CH:7]=1. The catalyst class is: 12. (2) Reactant: [Cl:1][C:2]1[CH:7]=[CH:6][C:5]([C:8]2([CH3:19])[C:13](=[O:14])[CH2:12][CH2:11][CH:10]([C:15](OC)=[O:16])[CH2:9]2)=[CH:4][C:3]=1[C:20]([F:23])([F:22])[F:21].[BH4-].[Na+]. Product: [Cl:1][C:2]1[CH:7]=[CH:6][C:5]([C:8]2([CH3:19])[CH2:9][CH:10]([CH2:15][OH:16])[CH2:11][CH2:12][CH:13]2[OH:14])=[CH:4][C:3]=1[C:20]([F:21])([F:22])[F:23]. The catalyst class is: 8. (3) Reactant: [F:1][C:2]1[CH:9]=[C:8]([N+:10]([O-])=O)[C:7]([NH:13][CH3:14])=[CH:6][C:3]=1[C:4]#[N:5]. Product: [NH2:10][C:8]1[C:7]([NH:13][CH3:14])=[CH:6][C:3]([C:4]#[N:5])=[C:2]([F:1])[CH:9]=1. The catalyst class is: 50. (4) Reactant: [C:1]1(=[O:18])[CH2:16][CH2:15][CH2:14][CH2:13][CH2:12][CH2:11][CH2:10][C:9](=[O:17])[CH2:8][CH2:7][CH2:6][CH2:5][CH2:4][CH2:3][CH2:2]1.[CH2:19](O)[CH2:20][OH:21].C1(C)C=CC(S(O)(=O)=O)=CC=1.O. Product: [O:18]1[C:1]2([CH2:2][CH2:3][CH2:4][CH2:5][CH2:6][CH2:7][CH2:8][C:9](=[O:17])[CH2:10][CH2:11][CH2:12][CH2:13][CH2:14][CH2:15][CH2:16]2)[O:21][CH2:20][CH2:19]1. The catalyst class is: 11. (5) Reactant: [N:1]1[CH:6]=[CH:5][CH:4]=[CH:3][C:2]=1[C:7]1[CH:19]=[CH:18][C:17]2[C:16]3[C:11](=[CH:12][CH:13]=[CH:14][CH:15]=3)[NH:10][C:9]=2[CH:8]=1.Br[C:21]1[CH:33]=[CH:32][C:31]2[C:30]3[C:25](=[CH:26][CH:27]=[CH:28][CH:29]=3)[N:24]([C:34]3[CH:39]=[CH:38][CH:37]=[CH:36][N:35]=3)[C:23]=2[CH:22]=1.C(=O)([O-])[O-].[K+].[K+].N1CCC[C@H]1C(O)=O. Product: [N:1]1[CH:6]=[CH:5][CH:4]=[CH:3][C:2]=1[C:7]1[CH:19]=[CH:18][C:17]2[C:16]3[C:11](=[CH:12][CH:13]=[CH:14][CH:15]=3)[N:10]([C:21]3[CH:33]=[CH:32][C:31]4[C:30]5[C:25](=[CH:26][CH:27]=[CH:28][CH:29]=5)[N:24]([C:34]5[CH:39]=[CH:38][CH:37]=[CH:36][N:35]=5)[C:23]=4[CH:22]=3)[C:9]=2[CH:8]=1. The catalyst class is: 205. (6) Reactant: Cl.Cl[CH2:3][C:4]1[N:9]2[CH:10]=[CH:11][N:12]=[C:8]2[CH:7]=[CH:6][CH:5]=1.[NH2:13][CH2:14][CH2:15][CH2:16][CH2:17][NH2:18].[F:19][C:20]([F:28])([F:27])[C:21]([F:26])([F:25])[C:22](O)=[O:23].C(N(CC)CC)C. Product: [F:25][C:21]([F:26])([C:20]([F:28])([F:27])[F:19])[C:22]([NH:13][CH2:14][CH2:15][CH2:16][CH2:17][NH:18][CH2:3][C:4]1[N:9]2[CH:10]=[CH:11][N:12]=[C:8]2[CH:7]=[CH:6][CH:5]=1)=[O:23]. The catalyst class is: 10.